Predict the reaction yield, written as a fraction of the theoretical maximum amount of product (1.0 means a 100% yield; for example, 0.34 means a 34% yield). From a dataset of Reaction yield outcomes from USPTO patents with 853,638 reactions. (1) The reactants are B(F)(F)F.CCOCC.[C:10]([O:13][CH:14]1[O:31][C@H:30]([CH2:32][O:33][C:34](=[O:36])[CH3:35])[C@H:25]([O:26][C:27](=[O:29])[CH3:28])[C@H:20]([O:21][C:22](=[O:24])[CH3:23])[C@H:15]1[O:16][C:17](=[O:19])[CH3:18])(=O)[CH3:11].[Br:37]CCO. The yield is 0.670. The catalyst is C(Cl)Cl. The product is [C:17]([O:16][C@@H:15]1[C@@H:20]([O:21][C:22](=[O:24])[CH3:23])[C@@H:25]([O:26][C:27](=[O:29])[CH3:28])[C@@H:30]([CH2:32][O:33][C:34](=[O:36])[CH3:35])[O:31][C@H:14]1[O:13][CH2:10][CH2:11][Br:37])(=[O:19])[CH3:18]. (2) The reactants are [C:1]1([CH:7]([C:28]2[CH:33]=[CH:32][CH:31]=[CH:30][CH:29]=2)[N:8]2[C:16]3[C:11](=[CH:12][CH:13]=[CH:14][CH:15]=3)[C:10](O)([C:17]3[C:22]([OH:23])=[CH:21][N:20]=[C:19]([O:24][CH3:25])[CH:18]=3)[C:9]2=[O:27])[CH:6]=[CH:5][CH:4]=[CH:3][CH:2]=1.C(N(CC)CC)C.S(Cl)(Cl)=O.C(O)(=O)C. The catalyst is ClCCCl.O1CCCC1.[Zn]. The product is [C:1]1([CH:7]([C:28]2[CH:33]=[CH:32][CH:31]=[CH:30][CH:29]=2)[N:8]2[C:16]3[C:11](=[CH:12][CH:13]=[CH:14][CH:15]=3)[CH:10]([C:17]3[C:22]([OH:23])=[CH:21][N:20]=[C:19]([O:24][CH3:25])[CH:18]=3)[C:9]2=[O:27])[CH:2]=[CH:3][CH:4]=[CH:5][CH:6]=1. The yield is 0.340. (3) The reactants are [CH3:13][C:12]([O:11][C:9](O[C:9]([O:11][C:12]([CH3:15])([CH3:14])[CH3:13])=[O:10])=[O:10])([CH3:15])[CH3:14].C([N:23]1[CH2:29][CH:28]2[C:30](=[O:31])[CH:25]([CH2:26][CH2:27]2)[CH2:24]1)C1C=CC=CC=1. The catalyst is [OH-].[OH-].[Pd+2].CCOC(C)=O. The product is [O:31]=[C:30]1[CH:28]2[CH2:27][CH2:26][CH:25]1[CH2:24][N:23]([C:9]([O:11][C:12]([CH3:13])([CH3:14])[CH3:15])=[O:10])[CH2:29]2. The yield is 0.900. (4) The reactants are [H-].[Na+].[CH2:3]([N:10]([CH2:14][C:15]1[C:16](Cl)=[N:17][CH:18]=[CH:19][CH:20]=1)[CH2:11][CH2:12][OH:13])[C:4]1[CH:9]=[CH:8][CH:7]=[CH:6][CH:5]=1.O. The catalyst is C1COCC1. The product is [CH2:3]([N:10]1[CH2:14][C:15]2[CH:20]=[CH:19][CH:18]=[N:17][C:16]=2[O:13][CH2:12][CH2:11]1)[C:4]1[CH:9]=[CH:8][CH:7]=[CH:6][CH:5]=1. The yield is 0.750. (5) The reactants are Cl[C:2]1[N:7]=[C:6]([Cl:8])[N:5]=[C:4]([N:9]2[CH2:14][CH2:13][O:12][CH2:11][CH2:10]2)[N:3]=1.[CH3:15][NH:16][C:17]([NH:19][C:20]1[CH:25]=[CH:24][C:23](B2OC(C)(C)C(C)(C)O2)=[CH:22][CH:21]=1)=[O:18].C([O-])([O-])=O.[Na+].[Na+]. The catalyst is COCCOC.C1C=CC([P]([Pd]([P](C2C=CC=CC=2)(C2C=CC=CC=2)C2C=CC=CC=2)([P](C2C=CC=CC=2)(C2C=CC=CC=2)C2C=CC=CC=2)[P](C2C=CC=CC=2)(C2C=CC=CC=2)C2C=CC=CC=2)(C2C=CC=CC=2)C2C=CC=CC=2)=CC=1. The product is [Cl:8][C:6]1[N:5]=[C:4]([N:9]2[CH2:14][CH2:13][O:12][CH2:11][CH2:10]2)[N:3]=[C:2]([C:23]2[CH:22]=[CH:21][C:20]([NH:19][C:17]([NH:16][CH3:15])=[O:18])=[CH:25][CH:24]=2)[N:7]=1. The yield is 0.340. (6) The reactants are [NH2:1][C@@H:2]1[CH2:7][CH2:6][CH2:5][N:4]([C:8]([O:10][C:11]([CH3:14])([CH3:13])[CH3:12])=[O:9])[CH2:3]1.[F-].[Cs+].Cl[C:18]1[N:23]=[C:22]([C:24]2[CH:25]=[N:26][N:27]3[CH:32]=[CH:31][CH:30]=[CH:29][C:28]=23)[CH:21]=[N:20][CH:19]=1.O. The catalyst is CS(C)=O. The product is [N:26]1[N:27]2[CH:32]=[CH:31][CH:30]=[CH:29][C:28]2=[C:24]([C:22]2[N:23]=[C:18]([NH:1][C@@H:2]3[CH2:7][CH2:6][CH2:5][N:4]([C:8]([O:10][C:11]([CH3:14])([CH3:13])[CH3:12])=[O:9])[CH2:3]3)[CH:19]=[N:20][CH:21]=2)[CH:25]=1. The yield is 0.340.